This data is from Full USPTO retrosynthesis dataset with 1.9M reactions from patents (1976-2016). The task is: Predict the reactants needed to synthesize the given product. (1) Given the product [NH2:40][C:35]1[CH:34]=[CH:33][CH:32]=[C:31]([Cl:30])[C:36]=1[C:37]([C:5]1[CH:6]=[CH:7][CH:8]=[C:3]([O:2][CH3:1])[C:4]=1[O:9][CH3:10])=[O:38], predict the reactants needed to synthesize it. The reactants are: [CH3:1][O:2][C:3]1[CH:8]=[CH:7][CH:6]=[CH:5][C:4]=1[O:9][CH3:10].CN(C)CCN(C)C.CCCCCC.C([Li])CCC.[Cl:30][C:31]1[C:36]2[C:37](=O)[O:38]C(C)=[N:40][C:35]=2[CH:34]=[CH:33][CH:32]=1. (2) Given the product [CH2:1]([N:5]1[C:13]2[N:12]=[C:11]([Cl:14])[NH:10][C:9]=2[C:8](=[O:15])[N:7]([CH2:16][CH2:17][CH2:18][CH2:19][C:20]2[O:22][N:29]=[C:28]([C:30]3[CH:35]=[CH:34][CH:33]=[C:32]([OH:36])[CH:31]=3)[N:27]=2)[C:6]1=[O:25])[CH2:2][CH2:3][CH3:4], predict the reactants needed to synthesize it. The reactants are: [CH2:1]([N:5]1[C:13]2[N:12]=[C:11]([Cl:14])[NH:10][C:9]=2[C:8](=[O:15])[N:7]([CH2:16][CH2:17][CH2:18][CH2:19][C:20]([O:22]CC)=O)[C:6]1=[O:25])[CH2:2][CH2:3][CH3:4].O[NH:27][C:28]([C:30]1[CH:35]=[CH:34][CH:33]=[C:32]([OH:36])[CH:31]=1)=[NH:29].CC[O-].[Na+]. (3) Given the product [F:1][C:2]1[CH:3]=[C:4]([C:8]2[C@:9]3([CH2:25][CH2:24][C@H:23]4[C@@H:14]([CH2:15][CH2:16][C:17]5[CH:18]=[C:19]([C:26]([NH:30][CH2:31][C:32]6([C:35]([OH:37])=[O:36])[CH2:33][CH2:34]6)=[O:27])[CH:20]=[CH:21][C:22]=54)[C@@H:11]3[CH2:12][CH:13]=2)[CH3:10])[CH:5]=[N:6][CH:7]=1, predict the reactants needed to synthesize it. The reactants are: [F:1][C:2]1[CH:3]=[C:4]([C:8]2[C@:9]3([CH2:25][CH2:24][C@H:23]4[C@@H:14]([CH2:15][CH2:16][C:17]5[CH:18]=[C:19]([C:26](O)=[O:27])[CH:20]=[CH:21][C:22]=54)[C@@H:11]3[CH2:12][CH:13]=2)[CH3:10])[CH:5]=[N:6][CH:7]=1.Cl.[NH2:30][CH2:31][C:32]1([C:35]([O:37]C)=[O:36])[CH2:34][CH2:33]1. (4) Given the product [Br:21][C:7]1[S:6][C:5]([CH2:4][CH2:3][CH2:2][OH:1])=[C:9]([CH2:10][CH2:11][C:12]#[N:13])[CH:8]=1, predict the reactants needed to synthesize it. The reactants are: [OH:1][CH2:2][CH2:3][CH2:4][C:5]1[S:6][CH:7]=[CH:8][C:9]=1[CH2:10][CH2:11][C:12]#[N:13].C1C(=O)N([Br:21])C(=O)C1. (5) Given the product [OH:33][C@H:26]([C:27]1[CH:28]=[CH:29][CH:30]=[CH:31][CH:32]=1)[C@H:25]1[CH2:24][CH2:23][C@@H:22]([CH2:34][C:35]2[CH:40]=[N:39][C:38]([C:41]([N:11]3[CH2:12][CH2:13][N:8]([CH2:7][C:2]4[CH:3]=[CH:4][CH:5]=[CH:6][N:1]=4)[CH2:9][CH2:10]3)=[O:43])=[CH:37][CH:36]=2)[N:21]1[C:19]([O:18][C:14]([CH3:16])([CH3:17])[CH3:15])=[O:20], predict the reactants needed to synthesize it. The reactants are: [N:1]1[CH:6]=[CH:5][CH:4]=[CH:3][C:2]=1[CH2:7][N:8]1[CH2:13][CH2:12][NH:11][CH2:10][CH2:9]1.[C:14]([O:18][C:19]([N:21]1[C@@H:25]([C@H:26]([OH:33])[C:27]2[CH:32]=[CH:31][CH:30]=[CH:29][CH:28]=2)[CH2:24][CH2:23][C@H:22]1[CH2:34][C:35]1[CH:36]=[CH:37][C:38]([C:41]([OH:43])=O)=[N:39][CH:40]=1)=[O:20])([CH3:17])([CH3:16])[CH3:15].C(N(CC)C(C)C)(C)C.CN(C(ON1N=NC2C=CC=NC1=2)=[N+](C)C)C.F[P-](F)(F)(F)(F)F. (6) Given the product [CH2:16]([C:17]1[CH:18]=[CH:19][C:20]([CH:23]=[CH2:24])=[CH:21][CH:22]=1)[CH2:15][CH2:3][CH2:4][CH2:5][CH2:6][CH2:7][CH2:8][CH2:9][CH2:10][CH2:11][CH3:12], predict the reactants needed to synthesize it. The reactants are: CO.[CH2:3]([CH:15]=[CH:16][C:17]1[CH:22]=[CH:21][CH:20]=[CH:19][CH:18]=1)[CH2:4][CH2:5][CH2:6][CH2:7][CH2:8][CH2:9][CH2:10][CH2:11][CH2:12]CC.[CH3:23][CH2:24]CCCC. (7) Given the product [Br:1][C:2]1[CH:7]=[CH:6][CH:5]=[C:4]([N:8]([CH3:10])[N:9]=[C:16]2[CH2:15][CH2:14][NH:13][CH:12]([CH3:11])[CH2:17]2)[N:3]=1, predict the reactants needed to synthesize it. The reactants are: [Br:1][C:2]1[CH:7]=[CH:6][CH:5]=[C:4]([N:8]([CH3:10])[NH2:9])[N:3]=1.[CH3:11][CH:12]1[CH2:17][C:16](=O)[CH2:15][CH2:14][NH:13]1.